From a dataset of Full USPTO retrosynthesis dataset with 1.9M reactions from patents (1976-2016). Predict the reactants needed to synthesize the given product. (1) Given the product [F:1][C:2]1[C:7]([S:8]([O-:16])(=[O:10])=[O:9])=[C:6]([F:12])[C:5]([F:13])=[C:4]([F:14])[C:3]=1[F:15].[K+:17], predict the reactants needed to synthesize it. The reactants are: [F:1][C:2]1[C:7]([S:8](Cl)(=[O:10])=[O:9])=[C:6]([F:12])[C:5]([F:13])=[C:4]([F:14])[C:3]=1[F:15].[OH-:16].[K+:17]. (2) Given the product [C:8]([O:19][C:18]([NH:17][CH2:20][C:11]([CH3:12])([CH3:10])[C:1]([O:2][CH2:7][C:8]1[CH:13]=[CH:12][CH:11]=[CH:10][CH:9]=1)=[O:4])=[O:15])([CH3:13])([CH3:9])[CH3:7], predict the reactants needed to synthesize it. The reactants are: [C:1](=[O:4])([O-])[O-:2].[K+].[K+].[CH2:7](Br)[C:8]1[CH:13]=[CH:12][CH:11]=[CH:10][CH:9]=1.[OH2:15].C[N:17]([CH3:20])[CH:18]=[O:19].